Task: Predict the reaction yield, written as a fraction of the theoretical maximum amount of product (1.0 means a 100% yield; for example, 0.34 means a 34% yield).. Dataset: Reaction yield outcomes from USPTO patents with 853,638 reactions (1) The catalyst is CN(C)C=O.C(O)(=O)C. The reactants are [F:1][C:2]([F:12])([F:11])[C:3]1[CH:4]=[C:5]([NH2:10])[C:6]([NH2:9])=[CH:7][CH:8]=1.C(N(C(C)C)CC)(C)C.[Cl:22][C:23]1[C:24]([C:29]2[CH:37]=[CH:36][C:32]([C:33](O)=O)=[CH:31][CH:30]=2)=[N:25][CH:26]=[CH:27][CH:28]=1. The product is [Cl:22][C:23]1[C:24]([C:29]2[CH:37]=[CH:36][C:32]([C:33]3[NH:10][C:5]4[CH:4]=[C:3]([C:2]([F:11])([F:12])[F:1])[CH:8]=[CH:7][C:6]=4[N:9]=3)=[CH:31][CH:30]=2)=[N:25][CH:26]=[CH:27][CH:28]=1. The yield is 0.900. (2) The reactants are N1C=CC=CC=1.[Cl:7][C:8]1[CH:13]=[CH:12][CH:11]=[CH:10][C:9]=1[S:14](Cl)(=[O:16])=[O:15].C(OC([N:25]1[CH2:30][CH2:29][N:28]([CH2:31][C:32]2[C:40]3[O:39][CH:38]=[CH:37][C:36]=3[CH:35]=[C:34]([NH2:41])[CH:33]=2)[CH2:27][CH2:26]1)=O)(C)(C)C. The catalyst is C(Cl)Cl.C1COCC1. The product is [ClH:7].[ClH:7].[Cl:7][C:8]1[CH:13]=[CH:12][CH:11]=[CH:10][C:9]=1[S:14]([NH:41][C:34]1[CH:33]=[C:32]([CH2:31][N:28]2[CH2:27][CH2:26][NH:25][CH2:30][CH2:29]2)[C:40]2[O:39][CH:38]=[CH:37][C:36]=2[CH:35]=1)(=[O:16])=[O:15]. The yield is 0.180. (3) The reactants are F[C:2]1[C:10]([F:11])=[C:9]([F:12])[CH:8]=[CH:7][C:3]=1[C:4]([OH:6])=[O:5].[Br:13][C:14]1[CH:20]=[CH:19][C:17]([NH2:18])=[C:16]([Cl:21])[CH:15]=1.[NH2-].[Li+].Cl. The catalyst is C(#N)C. The product is [Br:13][C:14]1[CH:20]=[CH:19][C:17]([NH:18][C:2]2[C:10]([F:11])=[C:9]([F:12])[CH:8]=[CH:7][C:3]=2[C:4]([OH:6])=[O:5])=[C:16]([Cl:21])[CH:15]=1. The yield is 0.940. (4) The product is [Cl:26][C:5]1[C:6]([C:8]2[C:16]3[C:11](=[CH:12][CH:13]=[CH:14][CH:15]=3)[N:10]([S:17]([C:20]3[CH:25]=[CH:24][CH:23]=[CH:22][CH:21]=3)(=[O:18])=[O:19])[CH:9]=2)=[N:7][C:2]([NH:27][C@H:28]2[CH2:33][CH2:32][C@H:31]([NH2:34])[CH2:30][CH2:29]2)=[N:3][CH:4]=1. The yield is 0.500. The reactants are Cl[C:2]1[N:7]=[C:6]([C:8]2[C:16]3[C:11](=[CH:12][CH:13]=[CH:14][CH:15]=3)[N:10]([S:17]([C:20]3[CH:25]=[CH:24][CH:23]=[CH:22][CH:21]=3)(=[O:19])=[O:18])[CH:9]=2)[C:5]([Cl:26])=[CH:4][N:3]=1.[NH2:27][C@H:28]1[CH2:33][CH2:32][C@H:31]([NH2:34])[CH2:30][CH2:29]1.CCN(C(C)C)C(C)C. The catalyst is CN1C(=O)CCC1.CCOC(C)=O. (5) The reactants are Br[C:2]1[CH:3]=[C:4]([C:8]2[CH:9]=[N:10][CH:11]=[CH:12][CH:13]=2)[CH:5]=[CH:6][CH:7]=1.[B:14]1([B:14]2[O:19][CH2:18][C:17]([CH3:21])([CH3:20])[CH2:16][O:15]2)[O:19][CH2:18][C:17]([CH3:21])([CH3:20])[CH2:16][O:15]1.C([O-])(=O)C.[K+]. The catalyst is O1CCOCC1.C1C=CC(P(C2C=CC=CC=2)[C-]2C=CC=C2)=CC=1.C1C=CC(P(C2C=CC=CC=2)[C-]2C=CC=C2)=CC=1.Cl[Pd]Cl.[Fe+2]. The product is [CH3:20][C:17]1([CH3:21])[CH2:18][O:19][B:14]([C:2]2[CH:3]=[C:4]([C:8]3[CH:9]=[N:10][CH:11]=[CH:12][CH:13]=3)[CH:5]=[CH:6][CH:7]=2)[O:15][CH2:16]1. The yield is 0.870. (6) The reactants are [Cl-].O[NH3+:3].[C:4](=[O:7])([O-])[OH:5].[Na+].CS(C)=O.[N:13]1([CH:19]2[CH2:24][CH2:23][CH:22]([N:25]3[C:30](=[O:31])[C:29]([CH2:32][C:33]4[CH:38]=[CH:37][C:36]([C:39]5[C:40]([C:45]#[N:46])=[CH:41][CH:42]=[CH:43][CH:44]=5)=[CH:35][CH:34]=4)=[C:28]([CH2:47][CH2:48][CH3:49])[N:27]4[N:50]=[CH:51][N:52]=[C:26]34)[CH2:21][CH2:20]2)[CH2:18][CH2:17][O:16][CH2:15][CH2:14]1. The catalyst is C(OCC)(=O)C. The product is [N:13]1([CH:19]2[CH2:24][CH2:23][CH:22]([N:25]3[C:30](=[O:31])[C:29]([CH2:32][C:33]4[CH:38]=[CH:37][C:36]([C:39]5[CH:44]=[CH:43][CH:42]=[CH:41][C:40]=5[C:45]5[NH:3][C:4](=[O:7])[O:5][N:46]=5)=[CH:35][CH:34]=4)=[C:28]([CH2:47][CH2:48][CH3:49])[N:27]4[N:50]=[CH:51][N:52]=[C:26]34)[CH2:21][CH2:20]2)[CH2:18][CH2:17][O:16][CH2:15][CH2:14]1. The yield is 0.200. (7) The reactants are [Br:1][C:2]1[CH:7]=[CH:6][C:5]([CH2:8][S:9][CH2:10][C:11]2[NH:12][C:13](=[O:16])[NH:14][N:15]=2)=[CH:4][CH:3]=1.ClC1C=CC=C(C(OO)=[O:25])C=1.[OH2:28].C(=O)([O-])O.[Na+]. The catalyst is CN(C=O)C. The product is [Br:1][C:2]1[CH:7]=[CH:6][C:5]([CH2:8][S:9]([CH2:10][C:11]2[NH:12][C:13](=[O:16])[NH:14][N:15]=2)(=[O:25])=[O:28])=[CH:4][CH:3]=1. The yield is 0.920. (8) The reactants are Br[C:2]1[S:3][CH:4]=[CH:5][N:6]=1.C1(C)C=CC=CC=1.Cl[C:15]1[C:24]2[C:19](=[CH:20][C:21]([O:27][CH3:28])=[C:22]([O:25][CH3:26])[CH:23]=2)[C:18]([CH2:29][C:30]2[CH:35]=[CH:34][N:33]=[CH:32][CH:31]=2)=[N:17][N:16]=1.C1(P(C2C=CC=CC=2)C2C=CC=CC=2)C=CC=CC=1. The yield is 0.384. The product is [CH3:26][O:25][C:22]1[CH:23]=[C:24]2[C:19](=[CH:20][C:21]=1[O:27][CH3:28])[C:18]([CH2:29][C:30]1[CH:35]=[CH:34][N:33]=[CH:32][CH:31]=1)=[N:17][N:16]=[C:15]2[C:2]1[S:3][CH:4]=[CH:5][N:6]=1. The catalyst is [Zn].C([O-])(=O)C.[Pd+2].C([O-])(=O)C.C(Cl)Cl. (9) The reactants are [F:1][CH:2]([F:37])[C:3]1[N:7]([C:8]2[N:13]=[C:12]([N:14]3[CH2:19][CH2:18][O:17][CH2:16][CH2:15]3)[N:11]=[C:10]([N:20]3[CH2:25][CH2:24][N:23]([S:26]([CH:29]=[CH2:30])(=[O:28])=[O:27])[CH2:22][CH2:21]3)[N:9]=2)[C:6]2[CH:31]=[CH:32][CH:33]=[C:34]([O:35][CH3:36])[C:5]=2[N:4]=1.[OH:38][CH2:39][CH2:40][N:41]1[CH2:46][CH2:45][NH:44][CH2:43][CH2:42]1. The catalyst is O1CCOCC1. The product is [F:37][CH:2]([F:1])[C:3]1[N:7]([C:8]2[N:13]=[C:12]([N:14]3[CH2:15][CH2:16][O:17][CH2:18][CH2:19]3)[N:11]=[C:10]([N:20]3[CH2:21][CH2:22][N:23]([S:26]([CH2:29][CH2:30][N:44]4[CH2:45][CH2:46][N:41]([CH2:40][CH2:39][OH:38])[CH2:42][CH2:43]4)(=[O:28])=[O:27])[CH2:24][CH2:25]3)[N:9]=2)[C:6]2[CH:31]=[CH:32][CH:33]=[C:34]([O:35][CH3:36])[C:5]=2[N:4]=1. The yield is 0.720.